From a dataset of Full USPTO retrosynthesis dataset with 1.9M reactions from patents (1976-2016). Predict the reactants needed to synthesize the given product. (1) Given the product [F:38][C:39]1[CH:40]=[C:41]([CH:44]=[CH:45][C:46]=1[F:47])[CH2:42][O:43][C:5]1[N:10]=[C:9]([O:11][CH:12]2[CH2:17][CH2:16][CH2:15][CH2:14][CH2:13]2)[C:8]([C:18]2[CH:23]=[CH:22][C:21]([Cl:24])=[CH:20][CH:19]=2)=[C:7]([C:25]2[CH:30]=[CH:29][C:28]([Cl:31])=[CH:27][C:26]=2[Cl:32])[N:6]=1, predict the reactants needed to synthesize it. The reactants are: CS([C:5]1[N:10]=[C:9]([O:11][CH:12]2[CH2:17][CH2:16][CH2:15][CH2:14][CH2:13]2)[C:8]([C:18]2[CH:23]=[CH:22][C:21]([Cl:24])=[CH:20][CH:19]=2)=[C:7]([C:25]2[CH:30]=[CH:29][C:28]([Cl:31])=[CH:27][C:26]=2[Cl:32])[N:6]=1)(=O)=O.C([Li])CCC.[F:38][C:39]1[CH:40]=[C:41]([CH:44]=[CH:45][C:46]=1[F:47])[CH2:42][OH:43]. (2) Given the product [CH:31]1[CH2:30][CH2:35][CH2:40][CH2:39][CH:38]=[CH:37][CH:36]=1.[CH:34]1[CH2:33][CH2:32][CH2:31][CH2:30][CH2:35][CH2:40][CH:39]=[CH:38][CH:37]=[CH:36][CH:29]=1, predict the reactants needed to synthesize it. The reactants are: P(O[C:29]1[CH:34]=[CH:33][CH:32]=[CH:31][C:30]=1[C:35]1[CH:40]=[CH:39][CH:38]=[CH:37][CH:36]=1)(O[C:40]1[CH:39]=[CH:38][CH:37]=[CH:36][C:35]=1[C:30]1[CH:29]=[CH:34][CH:33]=[CH:32][CH:31]=1)O[C:40]1[CH:39]=[CH:38][CH:37]=[CH:36][C:35]=1[C:30]1[CH:29]=[CH:34][CH:33]=[CH:32][CH:31]=1.[O-]CC.C([Al+]CC)C.